From a dataset of Reaction yield outcomes from USPTO patents with 853,638 reactions. Predict the reaction yield, written as a fraction of the theoretical maximum amount of product (1.0 means a 100% yield; for example, 0.34 means a 34% yield). The reactants are [C:1]([C:4]1[CH:9]=[C:8]([O:10][C:11]2[CH:16]=[CH:15][C:14]([NH:17][C:18]([C:20]3([C:23]([OH:25])=O)[CH2:22][CH2:21]3)=[O:19])=[C:13]([F:26])[CH:12]=2)[CH:7]=[CH:6][N:5]=1)(=[O:3])[NH2:2].[F:27][C:28]1[CH:34]=[CH:33][C:31]([NH2:32])=[CH:30][CH:29]=1.O.[Cl-].COC1N=C(OC)N=C([N+]2(C)CCOCC2)N=1. The catalyst is O1CCCC1. The product is [F:26][C:13]1[CH:12]=[C:11]([CH:16]=[CH:15][C:14]=1[NH:17][C:18]([C:20]1([C:23](=[O:25])[NH:32][C:31]2[CH:33]=[CH:34][C:28]([F:27])=[CH:29][CH:30]=2)[CH2:22][CH2:21]1)=[O:19])[O:10][C:8]1[CH:7]=[CH:6][N:5]=[C:4]([C:1]([NH2:2])=[O:3])[CH:9]=1. The yield is 0.870.